Dataset: Forward reaction prediction with 1.9M reactions from USPTO patents (1976-2016). Task: Predict the product of the given reaction. (1) Given the reactants [CH3:1][O:2][C:3](=[O:18])[C:4]([C:7]1[C:15]2[C:10](=[CH:11][CH:12]=[C:13]([F:16])[CH:14]=2)[N:9]([NH2:17])[CH:8]=1)([CH3:6])[CH3:5].[CH3:19][C:20]1[C:25]([C:26](O)=[O:27])=[CH:24][N:23]=[C:22]([C:29]2[CH:34]=[CH:33][CH:32]=[CH:31][N:30]=2)[N:21]=1.C[N+]1(C2N=C(OC)N=C(OC)N=2)CCOCC1.[Cl-], predict the reaction product. The product is: [CH3:1][O:2][C:3](=[O:18])[C:4]([C:7]1[C:15]2[C:10](=[CH:11][CH:12]=[C:13]([F:16])[CH:14]=2)[N:9]([NH:17][C:26]([C:25]2[C:20]([CH3:19])=[N:21][C:22]([C:29]3[CH:34]=[CH:33][CH:32]=[CH:31][N:30]=3)=[N:23][CH:24]=2)=[O:27])[CH:8]=1)([CH3:6])[CH3:5]. (2) Given the reactants [N:1]1([C:7]2[CH:12]=[CH:11][C:10]([N:13]3[C:18](=[O:19])[CH:17]=[CH:16][N:15]=[CH:14]3)=[CH:9][CH:8]=2)[CH2:6][CH2:5][NH:4][CH2:3][CH2:2]1.CC1C=CC(S(O[CH2:31][CH2:32][CH2:33][CH2:34][C:35]2[C:43]3[C:38](=[CH:39][CH:40]=[C:41]([C:44]#[N:45])[CH:42]=3)[NH:37][CH:36]=2)(=O)=O)=CC=1.C(=O)([O-])[O-].[K+].[K+].[I-].[K+], predict the reaction product. The product is: [O:19]=[C:18]1[N:13]([C:10]2[CH:11]=[CH:12][C:7]([N:1]3[CH2:6][CH2:5][N:4]([CH2:31][CH2:32][CH2:33][CH2:34][C:35]4[C:43]5[C:38](=[CH:39][CH:40]=[C:41]([C:44]#[N:45])[CH:42]=5)[NH:37][CH:36]=4)[CH2:3][CH2:2]3)=[CH:8][CH:9]=2)[CH:14]=[N:15][CH:16]=[CH:17]1. (3) Given the reactants [OH:1][B:2]1[C:6]2[CH:7]=[C:8]([OH:12])[CH:9]=[C:10]([CH3:11])[C:5]=2[CH:4]([C:13](=[CH2:19])[C:14]([O:16][CH2:17][CH3:18])=[O:15])[O:3]1, predict the reaction product. The product is: [OH:1][B:2]1[C:6]2[CH:7]=[C:8]([OH:12])[CH:9]=[C:10]([CH3:11])[C:5]=2[CH:4]([CH:13]([CH3:19])[C:14]([O:16][CH2:17][CH3:18])=[O:15])[O:3]1. (4) Given the reactants [CH3:1][S:2]([C:5]1[CH:10]=[CH:9][C:8]([N:11]2[C:15]3=[N:16][CH:17]=[N:18][C:19]([O:20][CH:21]4[CH2:26][CH2:25][NH:24][CH2:23][CH2:22]4)=[C:14]3[CH:13]=[N:12]2)=[CH:7][CH:6]=1)(=[O:4])=[O:3].C(N(CC)CC)C.Cl.[C:35](Cl)(=[O:42])[C:36]1[CH:41]=[CH:40][CH:39]=[N:38][CH:37]=1, predict the reaction product. The product is: [CH3:1][S:2]([C:5]1[CH:10]=[CH:9][C:8]([N:11]2[C:15]3=[N:16][CH:17]=[N:18][C:19]([O:20][CH:21]4[CH2:26][CH2:25][N:24]([C:35]([C:36]5[CH:37]=[N:38][CH:39]=[CH:40][CH:41]=5)=[O:42])[CH2:23][CH2:22]4)=[C:14]3[CH:13]=[N:12]2)=[CH:7][CH:6]=1)(=[O:3])=[O:4]. (5) Given the reactants [CH3:1][C:2]1([CH3:14])[C:6]([CH3:8])([CH3:7])[O:5][B:4]([C:9]2[CH:10]=[N:11][NH:12][CH:13]=2)[O:3]1.C(#N)C.[CH:18]1(/[CH:21]=[CH:22]/[C:23]#[N:24])[CH2:20][CH2:19]1.N12CCCN=C1CCCCC2, predict the reaction product. The product is: [CH:18]1([CH:21]([N:12]2[CH:13]=[C:9]([B:4]3[O:5][C:6]([CH3:7])([CH3:8])[C:2]([CH3:14])([CH3:1])[O:3]3)[CH:10]=[N:11]2)[CH2:22][C:23]#[N:24])[CH2:20][CH2:19]1.